From a dataset of Catalyst prediction with 721,799 reactions and 888 catalyst types from USPTO. Predict which catalyst facilitates the given reaction. (1) Reactant: C([O:3][C:4](=[O:35])[CH2:5][O:6][C:7]1[CH:16]=[C:15]2[C:10]([CH2:11][CH2:12][N:13]3[C:19]([C:20](=[O:27])[N:21]([C:23]([CH3:26])([CH3:25])[CH3:24])[CH3:22])=[CH:18][C:17]([C:28]4[S:29][CH:30]=[CH:31][CH:32]=4)=[C:14]32)=[CH:9][C:8]=1[O:33][CH3:34])C.[OH-].[K+].Cl. Product: [C:23]([N:21]([CH3:22])[C:20]([C:19]1[N:13]2[CH2:12][CH2:11][C:10]3[C:15]([C:14]2=[C:17]([C:28]2[S:29][CH:30]=[CH:31][CH:32]=2)[CH:18]=1)=[CH:16][C:7]([O:6][CH2:5][C:4]([OH:35])=[O:3])=[C:8]([O:33][CH3:34])[CH:9]=3)=[O:27])([CH3:25])([CH3:26])[CH3:24]. The catalyst class is: 40. (2) Reactant: [NH2:1][C@@H:2]([C:5]1[CH:10]=[CH:9][CH:8]=[CH:7][CH:6]=1)[CH2:3][OH:4].[CH2:11]=O. Product: [C:5]1([C@H:2]2[CH2:3][O:4][CH2:11][NH:1]2)[CH:10]=[CH:9][CH:8]=[CH:7][CH:6]=1. The catalyst class is: 5. (3) Reactant: [CH3:1][N:2]1[CH:11]=[C:10]2[C:4]([C:5](=[O:14])[CH2:6][CH2:7][NH:8][S:9]2(=[O:13])=[O:12])=[CH:3]1.Cl[CH2:16][CH2:17][CH2:18][N:19]1[CH2:24][CH2:23][N:22]([C:25]2[CH:30]=[CH:29][C:28]([F:31])=[CH:27][CH:26]=2)[CH2:21][CH2:20]1.C(=O)([O-])[O-].[K+].[K+]. Product: [F:31][C:28]1[CH:27]=[CH:26][C:25]([N:22]2[CH2:21][CH2:20][N:19]([CH2:18][CH2:17][CH2:16][N:8]3[CH2:7][CH2:6][C:5](=[O:14])[C:4]4=[CH:3][N:2]([CH3:1])[CH:11]=[C:10]4[S:9]3(=[O:13])=[O:12])[CH2:24][CH2:23]2)=[CH:30][CH:29]=1. The catalyst class is: 131. (4) Reactant: Cl[CH2:2][C:3]1[CH:22]=[CH:21][C:6]([O:7][CH2:8][C:9]2[N:10]=[C:11]([C:15]3[CH:20]=[CH:19][CH:18]=[CH:17][CH:16]=3)[O:12][C:13]=2[CH3:14])=[CH:5][CH:4]=1.[OH:23][C:24]1[CH:29]=[CH:28][C:27]([CH2:30][CH2:31][C:32]([O:34][CH2:35][CH3:36])=[O:33])=[CH:26][CH:25]=1.C(=O)([O-])[O-].[K+].[K+].CN(C)C=O. Product: [CH3:14][C:13]1[O:12][C:11]([C:15]2[CH:20]=[CH:19][CH:18]=[CH:17][CH:16]=2)=[N:10][C:9]=1[CH2:8][O:7][C:6]1[CH:21]=[CH:22][C:3]([CH2:2][O:23][C:24]2[CH:25]=[CH:26][C:27]([CH2:30][CH2:31][C:32]([O:34][CH2:35][CH3:36])=[O:33])=[CH:28][CH:29]=2)=[CH:4][CH:5]=1. The catalyst class is: 6. (5) Reactant: [NH2:1][CH2:2][CH2:3][OH:4].C(N(CC)CC)C.[CH3:12][C:13]([Si:16](Cl)([CH3:18])[CH3:17])([CH3:15])[CH3:14]. Product: [Si:16]([O:4][CH2:3][CH2:2][NH2:1])([C:13]([CH3:15])([CH3:14])[CH3:12])([CH3:18])[CH3:17]. The catalyst class is: 79. (6) Reactant: Br[C:2]1[CH:3]=[CH:4][C:5]2[N:6]([CH2:15][CH2:16][CH3:17])[C:7]3[C:12]([C:13]=2[CH:14]=1)=[CH:11][CH:10]=[CH:9][CH:8]=3.C([Sn](CCCC)(CCCC)[C:23]1[O:24][CH:25]=[CH:26][N:27]=1)CCC.[Cl-].[Li+]. Product: [O:24]1[CH:25]=[CH:26][N:27]=[C:23]1[C:2]1[CH:3]=[CH:4][C:5]2[N:6]([CH2:15][CH2:16][CH3:17])[C:7]3[C:12]([C:13]=2[CH:14]=1)=[CH:11][CH:10]=[CH:9][CH:8]=3. The catalyst class is: 741. (7) Reactant: [CH:1]([C:4]1[CH:10]=[CH:9][C:7]([NH2:8])=[CH:6][CH:5]=1)([CH3:3])[CH3:2].[F:11][C:12]([F:22])([F:21])[C:13]1[CH:20]=[CH:19][C:16]([CH:17]=O)=[CH:15][CH:14]=1.C(Cl)Cl. Product: [CH:1]([C:4]1[CH:10]=[CH:9][C:7](/[N:8]=[CH:17]/[C:16]2[CH:15]=[CH:14][C:13]([C:12]([F:11])([F:21])[F:22])=[CH:20][CH:19]=2)=[CH:6][CH:5]=1)([CH3:3])[CH3:2]. The catalyst class is: 6. (8) Reactant: [CH3:1][Mg+].[Br-].[CH2:4]([CH:6]([C:9]1[C:10]2[N:11]([C:16]([C:20]3[N:24]4[CH:25]=[CH:26][CH:27]=[C:28]([C:29](=[O:31])[CH3:30])[C:23]4=[N:22][C:21]=3[CH3:32])=[C:17]([CH3:19])[N:18]=2)[N:12]=[C:13]([CH3:15])[CH:14]=1)[CH2:7][CH3:8])[CH3:5]. Product: [CH2:4]([CH:6]([C:9]1[C:10]2[N:11]([C:16]([C:20]3[N:24]4[CH:25]=[CH:26][CH:27]=[C:28]([C:29]([OH:31])([CH3:1])[CH3:30])[C:23]4=[N:22][C:21]=3[CH3:32])=[C:17]([CH3:19])[N:18]=2)[N:12]=[C:13]([CH3:15])[CH:14]=1)[CH2:7][CH3:8])[CH3:5]. The catalyst class is: 1.